From a dataset of Forward reaction prediction with 1.9M reactions from USPTO patents (1976-2016). Predict the product of the given reaction. (1) The product is: [ClH:2].[Cl:2][C:3]1[C:8]([Cl:9])=[CH:7][CH:6]=[CH:5][C:4]=1[N:10]1[CH2:16][CH2:15][CH2:14][NH:13][CH2:12][CH2:11]1. Given the reactants Cl.[Cl:2][C:3]1[C:8]([Cl:9])=[CH:7][CH:6]=[CH:5][C:4]=1[N:10]1[CH2:16][CH2:15][CH2:14][N:13](C(OC(C)(C)C)=O)[CH2:12][CH2:11]1, predict the reaction product. (2) Given the reactants O=O.[CH-]=O.[CH-]=O.[C-]#[O+].[C-]#[O+].[C-]#[O+].[C-]#[O+].[C-]#[O+].[C-]#[O+].[Co:19].[Co+2].[C:21]([OH:24])(=[O:23])[CH3:22], predict the reaction product. The product is: [C:21]([O-:24])(=[O:23])[CH3:22].[Co+2:19].[C:21]([O-:24])(=[O:23])[CH3:22].